Dataset: Forward reaction prediction with 1.9M reactions from USPTO patents (1976-2016). Task: Predict the product of the given reaction. (1) Given the reactants [NH2:1][C:2]([NH2:4])=[O:3].[CH3:5][S:6]([OH:9])(=[O:8])=[O:7].C(O)C, predict the reaction product. The product is: [S:6]([OH:9])(=[O:8])(=[O:7])[CH3:5].[NH2:1][C:2]([NH2:4])=[O:3]. (2) The product is: [C:1]([O:5][C:6]([NH:7][CH2:8][CH:9]1[CH2:14][CH2:13][N:12]([C:17]([O:18][CH2:19][C:20]2[CH:21]=[C:22]([Cl:27])[CH:23]=[C:24]([Cl:26])[CH:25]=2)=[O:28])[CH:11]([CH3:15])[CH2:10]1)=[O:16])([CH3:4])([CH3:2])[CH3:3]. Given the reactants [C:1]([O:5][C:6](=[O:16])[NH:7][CH2:8][CH:9]1[CH2:14][CH2:13][NH:12][CH:11]([CH3:15])[CH2:10]1)([CH3:4])([CH3:3])[CH3:2].[C:17](Cl)(=[O:28])[O:18][CH2:19][C:20]1[CH:25]=[C:24]([Cl:26])[CH:23]=[C:22]([Cl:27])[CH:21]=1.C(=O)(O)[O-].[Na+], predict the reaction product. (3) Given the reactants [C:1]([C:4]1[C:22](=[O:23])[C@@:8]2([CH3:24])[C:9]3[C:15]([OH:16])=[CH:14][C:13]([O:17][CH3:18])=[C:12]([C:19]([NH2:21])=[O:20])[C:10]=3[O:11][C:7]2=[CH:6][C:5]=1[OH:25])(=[O:3])[CH3:2].[Cl:26][C:27]1[CH:34]=[CH:33][C:30]([CH:31]=O)=[CH:29][CH:28]=1.C([SiH](CC)CC)C.FC(F)(F)C(O)=O, predict the reaction product. The product is: [C:1]([C:4]1[C:22](=[O:23])[C@@:8]2([CH3:24])[C:9]3[C:15]([OH:16])=[CH:14][C:13]([O:17][CH3:18])=[C:12]([C:19]([NH:21][CH2:31][C:30]4[CH:33]=[CH:34][C:27]([Cl:26])=[CH:28][CH:29]=4)=[O:20])[C:10]=3[O:11][C:7]2=[CH:6][C:5]=1[OH:25])(=[O:3])[CH3:2]. (4) Given the reactants [Br:1]Br.[CH3:3][O:4][C:5]1[CH:6]=[C:7]([N:11]2[CH2:16][CH2:15][N:14]([C:17]([O:19][C:20]([CH3:23])([CH3:22])[CH3:21])=[O:18])[CH2:13][CH2:12]2)[CH:8]=[CH:9][CH:10]=1, predict the reaction product. The product is: [Br:1][C:10]1[CH:9]=[CH:8][C:7]([N:11]2[CH2:12][CH2:13][N:14]([C:17]([O:19][C:20]([CH3:23])([CH3:22])[CH3:21])=[O:18])[CH2:15][CH2:16]2)=[CH:6][C:5]=1[O:4][CH3:3].